This data is from Peptide-MHC class II binding affinity with 134,281 pairs from IEDB. The task is: Regression. Given a peptide amino acid sequence and an MHC pseudo amino acid sequence, predict their binding affinity value. This is MHC class II binding data. The binding affinity (normalized) is 0.448. The MHC is DRB4_0101 with pseudo-sequence DRB4_0103. The peptide sequence is KIQNVIIDECY.